This data is from Forward reaction prediction with 1.9M reactions from USPTO patents (1976-2016). The task is: Predict the product of the given reaction. (1) The product is: [Br:19][C:14]1[CH:13]=[C:12]([N:11]2[C:10](=[O:20])[O:9][N:8]=[C:7]2[C:3]2[C:2]([NH:1][CH2:23][CH2:24][NH:25][S:26]([NH:29][C:30](=[O:36])[O:31][C:32]([CH3:35])([CH3:34])[CH3:33])(=[O:27])=[O:28])=[N:6][O:5][N:4]=2)[CH:17]=[CH:16][C:15]=1[F:18]. Given the reactants [NH2:1][C:2]1[C:3]([C:7]2[N:11]([C:12]3[CH:17]=[CH:16][C:15]([F:18])=[C:14]([Br:19])[CH:13]=3)[C:10](=[O:20])[O:9][N:8]=2)=[N:4][O:5][N:6]=1.CO[CH:23](OC)[CH2:24][NH:25][S:26]([NH:29][C:30](=[O:36])[O:31][C:32]([CH3:35])([CH3:34])[CH3:33])(=[O:28])=[O:27].FC(F)(F)C(O)=O.C([SiH](CC)CC)C, predict the reaction product. (2) Given the reactants [NH2:1][C:2]1[C:7]([N+:8]([O-:10])=[O:9])=[CH:6][CH:5]=[CH:4][C:3]=1[OH:11].Br[CH2:13][C:14](OCC)=[O:15].C(=O)([O-])[O-].[K+].[K+].CN(C=O)C, predict the reaction product. The product is: [N+:8]([C:7]1[C:2]2[NH:1][C:14](=[O:15])[CH2:13][O:11][C:3]=2[CH:4]=[CH:5][CH:6]=1)([O-:10])=[O:9]. (3) The product is: [CH3:12][N:7]1[C:8]2[CH:9]=[CH:10][CH:11]=[C:3]([C:1]#[N:2])[C:4]=2[CH:5]=[CH:6]1. Given the reactants [C:1]([C:3]1[CH:11]=[CH:10][CH:9]=[C:8]2[C:4]=1[CH:5]=[CH:6][NH:7]2)#[N:2].[C:12](=O)([O-])[O-].[K+].[K+].IC, predict the reaction product. (4) The product is: [CH2:11]([O:18][C:19]1[CH:20]=[CH:21][C:22]([C:23]2[NH:9][C:5]3=[N:6][CH:7]=[CH:8][C:3]([O:2][CH3:1])=[C:4]3[N:10]=2)=[CH:25][CH:26]=1)[C:12]1[CH:13]=[CH:14][CH:15]=[CH:16][CH:17]=1. Given the reactants [CH3:1][O:2][C:3]1[CH:8]=[CH:7][N:6]=[C:5]([NH2:9])[C:4]=1[NH2:10].[CH2:11]([O:18][C:19]1[CH:26]=[CH:25][C:22]([CH:23]=O)=[CH:21][CH:20]=1)[C:12]1[CH:17]=[CH:16][CH:15]=[CH:14][CH:13]=1.C(OI(C1C=CC=CC=1)OC(=O)C)(=O)C, predict the reaction product. (5) Given the reactants Br[CH2:2][CH2:3][CH2:4][CH2:5][CH2:6][C:7]([NH:9][C:10]1[CH:15]=[CH:14][CH:13]=[CH:12][C:11]=1[N+:16]([O-:18])=[O:17])=[O:8].[N-:19]=[N+:20]=[N-:21].[Na+], predict the reaction product. The product is: [N:19]([CH2:2][CH2:3][CH2:4][CH2:5][CH2:6][C:7]([NH:9][C:10]1[CH:15]=[CH:14][CH:13]=[CH:12][C:11]=1[N+:16]([O-:18])=[O:17])=[O:8])=[N+:20]=[N-:21]. (6) Given the reactants [C:1]([O:4][C:5]1[CH:6]=[C:7]([CH:11]=[C:12]([O:14][C:15](=[O:17])[CH3:16])[CH:13]=1)[C:8](O)=[O:9])(=[O:3])[CH3:2].C1COCC1.C(Cl)(=O)C([Cl:26])=O, predict the reaction product. The product is: [C:1]([O:4][C:5]1[CH:6]=[C:7]([CH:11]=[C:12]([O:14][C:15](=[O:17])[CH3:16])[CH:13]=1)[C:8]([Cl:26])=[O:9])(=[O:3])[CH3:2]. (7) Given the reactants O1[CH:5]=[N:4][N:3]=[C:2]1[C:6]1[CH:14]=[CH:13][C:9]2[N:10]=[CH:11][NH:12][C:8]=2[CH:7]=1.[F:15][C:16]1[CH:23]=[CH:22][C:19]([CH2:20][NH2:21])=[CH:18][CH:17]=1, predict the reaction product. The product is: [F:15][C:16]1[CH:23]=[CH:22][C:19]([CH2:20][N:21]2[CH:5]=[N:4][N:3]=[C:2]2[C:6]2[CH:14]=[CH:13][C:9]3[NH:10][CH:11]=[N:12][C:8]=3[CH:7]=2)=[CH:18][CH:17]=1. (8) The product is: [CH3:1][O:2][C:3]1[CH:10]=[C:9]([O:11][CH3:12])[C:8]([C:13]2[N:14]=[N:15][NH:16][N:17]=2)=[CH:7][C:4]=1/[CH:5]=[CH:19]/[C:18]([C:21]1[CH:29]=[CH:28][C:24]([C:25]([OH:27])=[O:26])=[CH:23][CH:22]=1)=[O:20]. Given the reactants [CH3:1][O:2][C:3]1[CH:10]=[C:9]([O:11][CH3:12])[C:8]([C:13]2[N:14]=[N:15][NH:16][N:17]=2)=[CH:7][C:4]=1[CH:5]=O.[C:18]([C:21]1[CH:29]=[CH:28][C:24]([C:25]([OH:27])=[O:26])=[CH:23][CH:22]=1)(=[O:20])[CH3:19], predict the reaction product. (9) Given the reactants [OH:1][C@@H:2]([C@H:4]1[C:24](=[O:25])[N:6]2[C:7]([C:21]([O-:23])=[O:22])=[C:8]([S:11]/[CH:12]=[CH:13]\[C:14]3[S:18][CH:17]=[N:16][C:15]=3[CH2:19][OH:20])[C@H:9]([CH3:10])[C@H:5]12)[CH3:3].[Na+].[C:27]([O:31][C:32]([O:34][CH:35](I)[CH3:36])=[O:33])([CH3:30])([CH3:29])[CH3:28], predict the reaction product. The product is: [OH:1][C@@H:2]([C@H:4]1[C:24](=[O:25])[N:6]2[C:7]([C:21]([O:23][CH:35]([O:34][C:32]([O:31][C:27]([CH3:30])([CH3:29])[CH3:28])=[O:33])[CH3:36])=[O:22])=[C:8]([S:11]/[CH:12]=[CH:13]\[C:14]3[S:18][CH:17]=[N:16][C:15]=3[CH2:19][OH:20])[C@H:9]([CH3:10])[C@H:5]12)[CH3:3]. (10) The product is: [C:1]([O:4][C@@H:5]1[CH2:9][C@H:8]([C:10]2[N:14]3[C:15]4[CH:21]=[CH:20][N:19]([S:22]([C:25]5[CH:31]=[CH:30][C:28]([CH3:29])=[CH:27][CH:26]=5)(=[O:24])=[O:23])[C:16]=4[N:17]=[CH:18][C:13]3=[C:12]([C:46]3[CH:47]=[CH:48][C:43]([N:39]4[CH2:40][CH2:41][O:42][CH:37]([CH3:36])[CH2:38]4)=[CH:44][CH:45]=3)[N:11]=2)[N:7]([C:33](=[O:35])[CH3:34])[CH2:6]1)(=[O:3])[CH3:2]. Given the reactants [C:1]([O:4][C@@H:5]1[CH2:9][C@H:8]([C:10]2[N:14]3[C:15]4[CH:21]=[CH:20][N:19]([S:22]([C:25]5[CH:31]=[CH:30][C:28]([CH3:29])=[CH:27][CH:26]=5)(=[O:24])=[O:23])[C:16]=4[N:17]=[CH:18][C:13]3=[C:12](Br)[N:11]=2)[N:7]([C:33](=[O:35])[CH3:34])[CH2:6]1)(=[O:3])[CH3:2].[CH3:36][CH:37]1[O:42][CH2:41][CH2:40][N:39]([C:43]2[CH:48]=[CH:47][C:46](B3OC(C)(C)C(C)(C)O3)=[CH:45][CH:44]=2)[CH2:38]1.C([O-])([O-])=O.[Na+].[Na+].[OH-].[Na+], predict the reaction product.